This data is from Full USPTO retrosynthesis dataset with 1.9M reactions from patents (1976-2016). The task is: Predict the reactants needed to synthesize the given product. (1) Given the product [Cl:1][C:2]1[CH:3]=[CH:4][C:5]([C:8]2[C:13]([O:14][CH2:15][C:16]([F:17])([F:18])[F:19])=[CH:12][N:11]=[C:10]([C:20]([OH:23])=[O:21])[CH:9]=2)=[CH:6][CH:7]=1, predict the reactants needed to synthesize it. The reactants are: [Cl:1][C:2]1[CH:7]=[CH:6][C:5]([C:8]2[C:13]([O:14][CH2:15][C:16]([F:19])([F:18])[F:17])=[CH:12][N:11]=[C:10]([CH2:20][OH:21])[CH:9]=2)=[CH:4][CH:3]=1.P([O-])([O-])([O-])=[O:23]. (2) Given the product [CH3:1][O:2][C:3]1[C:4]2[C:13]3[C:14]([C:15]([O:17][CH3:18])=[O:16])=[CH:19][CH:20]=[CH:21][C:22]=3[NH:23][C:5]=2[CH:6]=[C:7]2[CH2:8][CH2:9][CH2:10][CH2:11][C:12]=12, predict the reactants needed to synthesize it. The reactants are: [CH3:1][O:2][C:3]1[C:12]2[CH2:11][CH2:10][CH2:9][CH2:8][C:7]=2[CH:6]=[CH:5][C:4]=1[C:13]1[C:22]([N+:23]([O-])=O)=[CH:21][CH:20]=[CH:19][C:14]=1[C:15]([O:17][CH3:18])=[O:16]. (3) Given the product [C:1]([C:5]1[CH:10]=[CH:9][C:8]([N:11]2[C:15](=[O:16])[C:14](=[C:17]([NH:28][NH:27][C:25](=[O:26])[C:24]3[CH:23]=[C:22]([OH:21])[CH:31]=[C:30]([OH:32])[CH:29]=3)[CH3:18])[C:13]([CH3:20])=[N:12]2)=[CH:7][CH:6]=1)([CH3:4])([CH3:3])[CH3:2], predict the reactants needed to synthesize it. The reactants are: [C:1]([C:5]1[CH:10]=[CH:9][C:8]([N:11]2[C:15]([OH:16])=[C:14]([C:17](=O)[CH3:18])[C:13]([CH3:20])=[N:12]2)=[CH:7][CH:6]=1)([CH3:4])([CH3:3])[CH3:2].[OH:21][C:22]1[CH:23]=[C:24]([CH:29]=[C:30]([OH:32])[CH:31]=1)[C:25]([NH:27][NH2:28])=[O:26].